The task is: Predict the reactants needed to synthesize the given product.. This data is from Full USPTO retrosynthesis dataset with 1.9M reactions from patents (1976-2016). The reactants are: [Cl:1][C:2]1[CH:3]=[C:4]([N:9]2[CH:13]=[C:12]([C:14](O)=[O:15])[N:11]=[CH:10]2)[CH:5]=[CH:6][C:7]=1[Cl:8]. Given the product [Cl:1][C:2]1[CH:3]=[C:4]([N:9]2[CH:13]=[C:12]([CH2:14][OH:15])[N:11]=[CH:10]2)[CH:5]=[CH:6][C:7]=1[Cl:8], predict the reactants needed to synthesize it.